Dataset: Forward reaction prediction with 1.9M reactions from USPTO patents (1976-2016). Task: Predict the product of the given reaction. (1) The product is: [CH2:11]([C:15]1[O:16][C:17]2[CH:23]=[CH:22][CH:21]=[CH:20][C:18]=2[C:19]=1[CH:4]=[O:5])[CH2:12][CH2:13][CH3:14]. Given the reactants CN([CH:4]=[O:5])C.P(Cl)(Cl)(Cl)=O.[CH2:11]([C:15]1[O:16][C:17]2[CH:23]=[CH:22][CH:21]=[CH:20][C:18]=2[CH:19]=1)[CH2:12][CH2:13][CH3:14], predict the reaction product. (2) Given the reactants [CH3:1][S:2](Cl)(=[O:4])=[O:3].[OH:6][CH:7]([CH3:21])[CH:8]([N:10]1[C:18](=[O:19])[C:17]2[C:12](=[CH:13][CH:14]=[CH:15][CH:16]=2)[C:11]1=[O:20])[CH3:9].C(N(CC)CC)C, predict the reaction product. The product is: [CH3:9][CH:8]([N:10]1[C:18](=[O:19])[C:17]2[C:12](=[CH:13][CH:14]=[CH:15][CH:16]=2)[C:11]1=[O:20])[CH:7]([O:6][S:2]([CH3:1])(=[O:4])=[O:3])[CH3:21]. (3) The product is: [C:1]1([N:7]2[C:11]([NH:12][C:18](=[O:26])[O:19][C:20]3[CH:25]=[CH:24][CH:23]=[CH:22][CH:21]=3)=[C:10]3[CH2:13][S:14][CH2:15][C:9]3=[N:8]2)[CH:2]=[CH:3][CH:4]=[CH:5][CH:6]=1. Given the reactants [C:1]1([N:7]2[C:11]([NH2:12])=[C:10]3[CH2:13][S:14][CH2:15][C:9]3=[N:8]2)[CH:6]=[CH:5][CH:4]=[CH:3][CH:2]=1.[OH-].[Na+].[C:18](Cl)(=[O:26])[O:19][C:20]1[CH:25]=[CH:24][CH:23]=[CH:22][CH:21]=1, predict the reaction product.